This data is from Peptide-MHC class I binding affinity with 185,985 pairs from IEDB/IMGT. The task is: Regression. Given a peptide amino acid sequence and an MHC pseudo amino acid sequence, predict their binding affinity value. This is MHC class I binding data. (1) The peptide sequence is VKMPTHRHI. The MHC is HLA-A01:01 with pseudo-sequence HLA-A01:01. The binding affinity (normalized) is 0. (2) The peptide sequence is KVRMEKLRI. The MHC is HLA-A30:01 with pseudo-sequence HLA-A30:01. The binding affinity (normalized) is 0.504.